This data is from TCR-epitope binding with 47,182 pairs between 192 epitopes and 23,139 TCRs. The task is: Binary Classification. Given a T-cell receptor sequence (or CDR3 region) and an epitope sequence, predict whether binding occurs between them. (1) The epitope is SEVGPEHSLAEY. The TCR CDR3 sequence is CASSFKTAEQYF. Result: 0 (the TCR does not bind to the epitope). (2) The epitope is SLFNTVATLY. The TCR CDR3 sequence is CASSLNLPGEQYF. Result: 0 (the TCR does not bind to the epitope). (3) The epitope is NYSGVVTTVMF. The TCR CDR3 sequence is CASSQDASGTYNEQFF. Result: 1 (the TCR binds to the epitope).